Dataset: Full USPTO retrosynthesis dataset with 1.9M reactions from patents (1976-2016). Task: Predict the reactants needed to synthesize the given product. (1) The reactants are: [NH:1]1[CH2:5][CH2:4][CH2:3][CH2:2]1.C(=O)([O-])[O-].[K+].[K+].[F:12][C:13]([F:41])([F:40])[C:14]1[CH:15]=[C:16]([CH:37]=[CH:38][CH:39]=1)[CH2:17][NH:18][C:19](=[O:36])[C:20]1[CH:25]=[CH:24][N:23]=[C:22]([C:26]2[CH:31]=[C:30](F)[CH:29]=[CH:28][C:27]=2[N+:33]([O-:35])=[O:34])[CH:21]=1. Given the product [F:40][C:13]([F:12])([F:41])[C:14]1[CH:15]=[C:16]([CH:37]=[CH:38][CH:39]=1)[CH2:17][NH:18][C:19](=[O:36])[C:20]1[CH:25]=[CH:24][N:23]=[C:22]([C:26]2[CH:31]=[C:30]([N:1]3[CH2:5][CH2:4][CH2:3][CH2:2]3)[CH:29]=[CH:28][C:27]=2[N+:33]([O-:35])=[O:34])[CH:21]=1, predict the reactants needed to synthesize it. (2) Given the product [F:1][C:2]([F:13])([F:14])[C:3]1[CH:4]=[CH:5][C:6]([CH2:9][C:10]([O:12][CH3:15])=[O:11])=[CH:7][CH:8]=1, predict the reactants needed to synthesize it. The reactants are: [F:1][C:2]([F:14])([F:13])[C:3]1[CH:8]=[CH:7][C:6]([CH2:9][C:10]([OH:12])=[O:11])=[CH:5][CH:4]=1.[CH3:15][Si](C=[N+]=[N-])(C)C. (3) The reactants are: O.C([O-])([O-])=O.[K+].[K+].[Cl:8][C:9]1[CH:14]=[CH:13][CH:12]=[CH:11][C:10]=1[OH:15].Cl[C:17]([O:19][CH:20]([Cl:22])[CH3:21])=[O:18]. Given the product [C:17](=[O:18])([O:15][C:10]1[CH:11]=[CH:12][CH:13]=[CH:14][C:9]=1[Cl:8])[O:19][CH:20]([Cl:22])[CH3:21], predict the reactants needed to synthesize it. (4) The reactants are: [H-].[Na+].[CH3:3]I.[F:5][C:6]1[CH:7]=[C:8]([NH:12][C:13](=[O:21])[C:14]2[CH:19]=[CH:18][CH:17]=[C:16]([I:20])[CH:15]=2)[CH:9]=[CH:10][CH:11]=1. Given the product [F:5][C:6]1[CH:7]=[C:8]([N:12]([CH3:3])[C:13](=[O:21])[C:14]2[CH:19]=[CH:18][CH:17]=[C:16]([I:20])[CH:15]=2)[CH:9]=[CH:10][CH:11]=1, predict the reactants needed to synthesize it. (5) The reactants are: [OH:1][C@H:2]1[C@:5]2([C:24]3[CH:29]=[CH:28][CH:27]=[CH:26][CH:25]=3)[C:6]3[CH:23]=[CH:22][CH:21]=[CH:20][C:7]=3[N:8]([CH2:11][C:12]3[CH:17]=[CH:16][C:15]([O:18][CH3:19])=[CH:14][CH:13]=3)[CH2:9][CH2:10][N:4]2[C:3]1=[O:30].CS([C:35]1[N:40]=[C:39]([O:41][CH3:42])[CH:38]=[C:37]([O:43][CH3:44])[N:36]=1)(=O)=O. Given the product [CH3:44][O:43][C:37]1[CH:38]=[C:39]([O:41][CH3:42])[N:40]=[C:35]([O:1][C@H:2]2[C@:5]3([C:24]4[CH:25]=[CH:26][CH:27]=[CH:28][CH:29]=4)[C:6]4[CH:23]=[CH:22][CH:21]=[CH:20][C:7]=4[N:8]([CH2:11][C:12]4[CH:13]=[CH:14][C:15]([O:18][CH3:19])=[CH:16][CH:17]=4)[CH2:9][CH2:10][N:4]3[C:3]2=[O:30])[N:36]=1, predict the reactants needed to synthesize it. (6) The reactants are: [OH:1][C:2]1[C:11]2[C:6](=[CH:7][CH:8]=[CH:9][CH:10]=2)[C:5]([CH2:17][CH2:18][CH:19]([CH3:21])[CH3:20])([CH2:12][CH2:13][CH:14]([CH3:16])[CH3:15])[C:4](=[O:22])[C:3]=1C(OC)=O.C(C1(CCCC)C2C(=CC=CC=2)C(O)=C(C(OCC)=O)C1=O)CCC. Given the product [OH:1][C:2]1[C:11]2[C:6](=[CH:7][CH:8]=[CH:9][CH:10]=2)[C:5]([CH2:17][CH2:18][CH:19]([CH3:21])[CH3:20])([CH2:12][CH2:13][CH:14]([CH3:15])[CH3:16])[C:4](=[O:22])[CH:3]=1, predict the reactants needed to synthesize it. (7) Given the product [C:1]([C:3]1[CH:4]=[C:5]([CH:26]=[CH:27][C:28]=1[O:29][CH:30]([CH3:32])[CH3:31])[CH2:6][O:7][C:8]1[CH:16]=[CH:15][C:14]2[NH:13][C:12]3[CH:17]([CH2:20][C:21]([OH:23])=[O:22])[CH2:18][CH2:19][C:11]=3[C:10]=2[CH:9]=1)#[N:2], predict the reactants needed to synthesize it. The reactants are: [C:1]([C:3]1[CH:4]=[C:5]([CH:26]=[CH:27][C:28]=1[O:29][CH:30]([CH3:32])[CH3:31])[CH2:6][O:7][C:8]1[CH:16]=[CH:15][C:14]2[NH:13][C:12]3[CH:17]([CH2:20][C:21]([O:23]CC)=[O:22])[CH2:18][CH2:19][C:11]=3[C:10]=2[CH:9]=1)#[N:2].[Li+].[OH-].Cl. (8) Given the product [CH3:29][C:19]1[CH:24]=[CH:23][C:22]([S:25]([O:18][CH2:17][C:12]2([C:15]#[N:16])[CH2:13][CH2:14][CH:9]([O:8][CH2:1][C:2]3[CH:7]=[CH:6][CH:5]=[CH:4][CH:3]=3)[CH2:10][CH2:11]2)(=[O:27])=[O:26])=[CH:21][CH:20]=1, predict the reactants needed to synthesize it. The reactants are: [CH2:1]([O:8][CH:9]1[CH2:14][CH2:13][C:12]([CH2:17][OH:18])([C:15]#[N:16])[CH2:11][CH2:10]1)[C:2]1[CH:7]=[CH:6][CH:5]=[CH:4][CH:3]=1.[C:19]1([CH3:29])[CH:24]=[CH:23][C:22]([S:25](Cl)(=[O:27])=[O:26])=[CH:21][CH:20]=1.C(N(CC)CC)C.CCOC(C)=O.